Dataset: NCI-60 drug combinations with 297,098 pairs across 59 cell lines. Task: Regression. Given two drug SMILES strings and cell line genomic features, predict the synergy score measuring deviation from expected non-interaction effect. (1) Drug 1: CC1C(C(CC(O1)OC2CC(CC3=C2C(=C4C(=C3O)C(=O)C5=C(C4=O)C(=CC=C5)OC)O)(C(=O)C)O)N)O.Cl. Drug 2: COC1=NC(=NC2=C1N=CN2C3C(C(C(O3)CO)O)O)N. Cell line: 786-0. Synergy scores: CSS=16.3, Synergy_ZIP=-6.49, Synergy_Bliss=2.71, Synergy_Loewe=-5.84, Synergy_HSA=2.16. (2) Drug 1: CC1=C(N=C(N=C1N)C(CC(=O)N)NCC(C(=O)N)N)C(=O)NC(C(C2=CN=CN2)OC3C(C(C(C(O3)CO)O)O)OC4C(C(C(C(O4)CO)O)OC(=O)N)O)C(=O)NC(C)C(C(C)C(=O)NC(C(C)O)C(=O)NCCC5=NC(=CS5)C6=NC(=CS6)C(=O)NCCC[S+](C)C)O. Drug 2: N.N.Cl[Pt+2]Cl. Synergy scores: CSS=42.5, Synergy_ZIP=-6.95, Synergy_Bliss=-5.43, Synergy_Loewe=1.01, Synergy_HSA=3.06. Cell line: CAKI-1. (3) Cell line: IGROV1. Drug 1: CC12CCC(CC1=CCC3C2CCC4(C3CC=C4C5=CN=CC=C5)C)O. Drug 2: CC1C(C(CC(O1)OC2CC(OC(C2O)C)OC3=CC4=CC5=C(C(=O)C(C(C5)C(C(=O)C(C(C)O)O)OC)OC6CC(C(C(O6)C)O)OC7CC(C(C(O7)C)O)OC8CC(C(C(O8)C)O)(C)O)C(=C4C(=C3C)O)O)O)O. Synergy scores: CSS=4.09, Synergy_ZIP=2.89, Synergy_Bliss=6.39, Synergy_Loewe=5.89, Synergy_HSA=6.15. (4) Drug 1: CC(C)(C#N)C1=CC(=CC(=C1)CN2C=NC=N2)C(C)(C)C#N. Drug 2: CC(C)CN1C=NC2=C1C3=CC=CC=C3N=C2N. Cell line: NCI-H226. Synergy scores: CSS=-0.720, Synergy_ZIP=8.30, Synergy_Bliss=10.1, Synergy_Loewe=1.72, Synergy_HSA=3.55. (5) Drug 1: CN1CCC(CC1)COC2=C(C=C3C(=C2)N=CN=C3NC4=C(C=C(C=C4)Br)F)OC. Drug 2: CNC(=O)C1=NC=CC(=C1)OC2=CC=C(C=C2)NC(=O)NC3=CC(=C(C=C3)Cl)C(F)(F)F. Cell line: CAKI-1. Synergy scores: CSS=60.7, Synergy_ZIP=0.877, Synergy_Bliss=1.02, Synergy_Loewe=0.172, Synergy_HSA=4.62. (6) Drug 1: CC12CCC3C(C1CCC2=O)CC(=C)C4=CC(=O)C=CC34C. Drug 2: CC1C(C(CC(O1)OC2CC(CC3=C2C(=C4C(=C3O)C(=O)C5=C(C4=O)C(=CC=C5)OC)O)(C(=O)C)O)N)O.Cl. Cell line: HOP-62. Synergy scores: CSS=56.7, Synergy_ZIP=6.26, Synergy_Bliss=7.25, Synergy_Loewe=5.95, Synergy_HSA=6.40.